From a dataset of Forward reaction prediction with 1.9M reactions from USPTO patents (1976-2016). Predict the product of the given reaction. (1) Given the reactants [C:1]1([C:3](=[CH:5][CH:6]=[CH:7][CH:8]=1)[OH:4])[OH:2].[O-]CCCC.[Hf+4:14].[O-]CCCC.[O-]CCCC.[O-]CCCC, predict the reaction product. The product is: [C:1]1([C:3](=[CH:5][CH:6]=[CH:7][CH:8]=1)[O-:4])[O-:2].[Hf+4:14].[C:1]1([C:3](=[CH:5][CH:6]=[CH:7][CH:8]=1)[O-:4])[O-:2]. (2) Given the reactants Br[C:2]1[CH:7]=[CH:6][C:5]([O:8][CH3:9])=[CH:4][CH:3]=1.[Mg].II.[CH2:13]([O:20][C@@H:21]1[C@@H:26]([O:27][CH2:28][C:29]2[CH:34]=[CH:33][CH:32]=[CH:31][CH:30]=2)[C@H:25]([O:35][CH2:36][C:37]2[CH:42]=[CH:41][CH:40]=[CH:39][CH:38]=2)[C@@H:24]([CH2:43][O:44][CH2:45][C:46]2[CH:51]=[CH:50][CH:49]=[CH:48][CH:47]=2)[O:23][C@H:22]1[N:52]1[C:60]2[C:55](=[CH:56][CH:57]=[CH:58][CH:59]=2)[C:54]([CH:61]=[O:62])=[CH:53]1)[C:14]1[CH:19]=[CH:18][CH:17]=[CH:16][CH:15]=1.[Cl-].[NH4+], predict the reaction product. The product is: [CH2:13]([O:20][C@@H:21]1[C@@H:26]([O:27][CH2:28][C:29]2[CH:30]=[CH:31][CH:32]=[CH:33][CH:34]=2)[C@H:25]([O:35][CH2:36][C:37]2[CH:42]=[CH:41][CH:40]=[CH:39][CH:38]=2)[C@@H:24]([CH2:43][O:44][CH2:45][C:46]2[CH:47]=[CH:48][CH:49]=[CH:50][CH:51]=2)[O:23][C@H:22]1[N:52]1[C:60]2[C:55](=[CH:56][CH:57]=[CH:58][CH:59]=2)[C:54]([CH:61]([OH:62])[C:2]2[CH:7]=[CH:6][C:5]([O:8][CH3:9])=[CH:4][CH:3]=2)=[CH:53]1)[C:14]1[CH:19]=[CH:18][CH:17]=[CH:16][CH:15]=1. (3) Given the reactants C[N:2](C)/[CH:3]=[CH:4]/[C:5]([C:7]1[CH:12]=[CH:11][N:10]=[C:9]([S:13][CH3:14])[N:8]=1)=O.Cl.[NH2:17]N, predict the reaction product. The product is: [CH3:14][S:13][C:9]1[N:8]=[C:7]([C:5]2[NH:17][N:2]=[CH:3][CH:4]=2)[CH:12]=[CH:11][N:10]=1. (4) Given the reactants C1(O[C:8](=[O:16])[O:9][C:10]2[CH:15]=[CH:14][CH:13]=[CH:12][CH:11]=2)C=CC=CC=1.[C@@H:17]1([NH2:26])[CH2:24][CH2:23][CH:22]=[CH:21][CH2:20][CH2:19][C@@H:18]1[NH2:25], predict the reaction product. The product is: [C:10]1([O:9][C:8](=[O:16])[NH:25][C@H:18]2[C@@H:17]([NH2:26])[CH2:24][CH2:23][CH:22]=[CH:21][CH2:20][CH2:19]2)[CH:11]=[CH:12][CH:13]=[CH:14][CH:15]=1. (5) Given the reactants I[C:2]1[C:10]2[C:5](=[CH:6][CH:7]=[CH:8][C:9]=2[N+:11]([O-])=O)[N:4]([CH2:14][C:15]2[C:16](=[O:22])[N:17]([CH3:21])[CH:18]=[CH:19][CH:20]=2)[N:3]=1.[NH4+].[Cl-], predict the reaction product. The product is: [NH2:11][C:9]1[CH:8]=[CH:7][CH:6]=[C:5]2[C:10]=1[CH:2]=[N:3][N:4]2[CH2:14][C:15]1[C:16](=[O:22])[N:17]([CH3:21])[CH:18]=[CH:19][CH:20]=1.